From a dataset of Reaction yield outcomes from USPTO patents with 853,638 reactions. Predict the reaction yield, written as a fraction of the theoretical maximum amount of product (1.0 means a 100% yield; for example, 0.34 means a 34% yield). (1) The reactants are [CH3:1][C:2]([CH3:16])([C@@H:5]([O:8][CH2:9][C:10]1[CH:15]=[CH:14][CH:13]=[CH:12][CH:11]=1)[CH:6]=[CH2:7])[CH2:3][OH:4].N1C=CC=CC=1.[O:23]([S:30]([CH2:33][CH2:34][CH2:35][S:36](Cl)(=[O:38])=[O:37])(=[O:32])=[O:31])[C:24]1[CH:29]=[CH:28][CH:27]=[CH:26][CH:25]=1. The catalyst is ClCCl.Cl. The product is [CH2:35]([S:36]([O:4][CH2:3][C:2]([CH3:16])([CH3:1])[C@@H:5]([O:8][CH2:9][C:10]1[CH:11]=[CH:12][CH:13]=[CH:14][CH:15]=1)[CH:6]=[CH2:7])(=[O:37])=[O:38])[CH2:34][CH2:33][S:30]([O:23][C:24]1[CH:29]=[CH:28][CH:27]=[CH:26][CH:25]=1)(=[O:31])=[O:32]. The yield is 0.760. (2) The product is [C:1]([C:5]1[CH:11]=[CH:10][C:9]([N+:12]([O-:14])=[O:13])=[CH:8][C:6]=1[OH:16])([CH3:4])([CH3:3])[CH3:2]. The reactants are [C:1]([C:5]1[CH:11]=[CH:10][C:9]([N+:12]([O-:14])=[O:13])=[CH:8][C:6]=1N)([CH3:4])([CH3:3])[CH3:2].N([O-])=[O:16].[Na+].NC(N)=O.OS(O)(=O)=O.O. The yield is 0.620. The catalyst is OS(O)(=O)=O.O. (3) The reactants are C(NC(C)C)(C)C.C([Li])CCC.[CH3:13][O:14][C:15](=[O:27])[CH2:16][C:17]1[CH:22]=[CH:21][C:20]([Cl:23])=[C:19]([N+:24]([O-:26])=[O:25])[CH:18]=1.I[CH2:29][CH:30]1[CH2:34][CH2:33][CH2:32][CH2:31]1. The catalyst is O1CCCC1.CN1CCCN(C)C1=O. The product is [CH3:13][O:14][C:15](=[O:27])[CH:16]([C:17]1[CH:22]=[CH:21][C:20]([Cl:23])=[C:19]([N+:24]([O-:26])=[O:25])[CH:18]=1)[CH2:29][CH:30]1[CH2:34][CH2:33][CH2:32][CH2:31]1. The yield is 0.320. (4) The reactants are Br[C:2]1[CH:3]=[C:4]([C:8]2[S:9][CH:10]=[C:11]([C:13]([O:15][CH2:16][CH3:17])=[O:14])[N:12]=2)[CH:5]=[CH:6][CH:7]=1.[C:18]([C@:20]1([OH:27])[CH2:24][CH2:23][N:22]([CH3:25])[C:21]1=[O:26])#[CH:19]. No catalyst specified. The product is [OH:27][C@@:20]1([C:18]#[C:19][C:2]2[CH:3]=[C:4]([C:8]3[S:9][CH:10]=[C:11]([C:13]([O:15][CH2:16][CH3:17])=[O:14])[N:12]=3)[CH:5]=[CH:6][CH:7]=2)[CH2:24][CH2:23][N:22]([CH3:25])[C:21]1=[O:26]. The yield is 0.680. (5) The reactants are [CH:1]([C:3]1[N:7]([CH3:8])[N:6]=[C:5]([C:9]2[CH:14]=[CH:13][C:12]([O:15]C)=[CH:11][CH:10]=2)[C:4]=1[C:17]1[C:18]([CH3:27])=[C:19]([C:23]([O:25]C)=[O:24])[O:20][C:21]=1[CH3:22])=[O:2].B(Br)(Br)Br. The catalyst is C(Cl)Cl. The product is [CH:1]([C:3]1[N:7]([CH3:8])[N:6]=[C:5]([C:9]2[CH:14]=[CH:13][C:12]([OH:15])=[CH:11][CH:10]=2)[C:4]=1[C:17]1[C:18]([CH3:27])=[C:19]([C:23]([OH:25])=[O:24])[O:20][C:21]=1[CH3:22])=[O:2]. The yield is 0.750. (6) The reactants are [N+:1]([C:4]1[CH:9]=[CH:8][C:7]([CH2:10][C:11]([NH:13][NH2:14])=[O:12])=[CH:6][CH:5]=1)([O-:3])=[O:2].[C:15](Cl)(=O)[O:16]CC.O=P12OP3(OP(OP(O3)(O1)=O)(=O)O2)=O.C[Si](C)(C)O[Si](C)(C)C. The catalyst is O.ClC1C=CC=CC=1Cl.CN(C)C(=O)C. The product is [N+:1]([C:4]1[CH:5]=[CH:6][C:7]([CH2:10][C:11]2[O:12][C:15](=[O:16])[NH:14][N:13]=2)=[CH:8][CH:9]=1)([O-:3])=[O:2]. The yield is 0.500.